Dataset: Full USPTO retrosynthesis dataset with 1.9M reactions from patents (1976-2016). Task: Predict the reactants needed to synthesize the given product. Given the product [C:11]1([C:9]2[S:10][C:6]([C:4](=[O:5])[CH2:18][CH3:19])=[CH:7][N:8]=2)[CH:16]=[CH:15][CH:14]=[CH:13][CH:12]=1, predict the reactants needed to synthesize it. The reactants are: CON(C)[C:4]([C:6]1[S:10][C:9]([C:11]2[CH:16]=[CH:15][CH:14]=[CH:13][CH:12]=2)=[N:8][CH:7]=1)=[O:5].[CH2:18]([Mg]Br)[CH3:19].